From a dataset of NCI-60 drug combinations with 297,098 pairs across 59 cell lines. Regression. Given two drug SMILES strings and cell line genomic features, predict the synergy score measuring deviation from expected non-interaction effect. (1) Drug 1: CN1C(=O)N2C=NC(=C2N=N1)C(=O)N. Drug 2: C(CN)CNCCSP(=O)(O)O. Cell line: PC-3. Synergy scores: CSS=6.87, Synergy_ZIP=-3.82, Synergy_Bliss=-4.25, Synergy_Loewe=5.09, Synergy_HSA=-2.69. (2) Drug 1: C1CC(=O)NC(=O)C1N2C(=O)C3=CC=CC=C3C2=O. Drug 2: C(CCl)NC(=O)N(CCCl)N=O. Cell line: HOP-92. Synergy scores: CSS=1.01, Synergy_ZIP=-5.65, Synergy_Bliss=-6.68, Synergy_Loewe=-9.82, Synergy_HSA=-7.93. (3) Drug 2: C1=CC(=CC=C1C#N)C(C2=CC=C(C=C2)C#N)N3C=NC=N3. Synergy scores: CSS=29.8, Synergy_ZIP=1.10, Synergy_Bliss=1.48, Synergy_Loewe=-4.11, Synergy_HSA=2.25. Cell line: SF-295. Drug 1: C1=CC(=CC=C1CCC2=CNC3=C2C(=O)NC(=N3)N)C(=O)NC(CCC(=O)O)C(=O)O. (4) Drug 1: COC1=C(C=C2C(=C1)N=CN=C2NC3=CC(=C(C=C3)F)Cl)OCCCN4CCOCC4. Drug 2: C#CCC(CC1=CN=C2C(=N1)C(=NC(=N2)N)N)C3=CC=C(C=C3)C(=O)NC(CCC(=O)O)C(=O)O. Cell line: 786-0. Synergy scores: CSS=19.7, Synergy_ZIP=-10.5, Synergy_Bliss=-15.0, Synergy_Loewe=-13.9, Synergy_HSA=-13.4. (5) Cell line: A549. Synergy scores: CSS=0.619, Synergy_ZIP=-1.19, Synergy_Bliss=-1.02, Synergy_Loewe=-1.95, Synergy_HSA=-1.97. Drug 1: CC1=C2C(C(=O)C3(C(CC4C(C3C(C(C2(C)C)(CC1OC(=O)C(C(C5=CC=CC=C5)NC(=O)OC(C)(C)C)O)O)OC(=O)C6=CC=CC=C6)(CO4)OC(=O)C)O)C)O. Drug 2: CC(C)CN1C=NC2=C1C3=CC=CC=C3N=C2N. (6) Drug 1: COC1=C(C=C2C(=C1)N=CN=C2NC3=CC(=C(C=C3)F)Cl)OCCCN4CCOCC4. Drug 2: C1CC(=O)NC(=O)C1N2C(=O)C3=CC=CC=C3C2=O. Cell line: RXF 393. Synergy scores: CSS=21.2, Synergy_ZIP=-5.89, Synergy_Bliss=-2.17, Synergy_Loewe=-12.6, Synergy_HSA=-3.18. (7) Drug 1: C1=NC2=C(N1)C(=S)N=C(N2)N. Drug 2: CCC1=C2CN3C(=CC4=C(C3=O)COC(=O)C4(CC)O)C2=NC5=C1C=C(C=C5)O. Cell line: MDA-MB-231. Synergy scores: CSS=21.7, Synergy_ZIP=-11.0, Synergy_Bliss=-7.13, Synergy_Loewe=-3.54, Synergy_HSA=-2.24.